The task is: Binary Classification. Given a T-cell receptor sequence (or CDR3 region) and an epitope sequence, predict whether binding occurs between them.. This data is from TCR-epitope binding with 47,182 pairs between 192 epitopes and 23,139 TCRs. (1) The epitope is SEETGTLIV. The TCR CDR3 sequence is CASSPVGGETQYF. Result: 0 (the TCR does not bind to the epitope). (2) The epitope is KLWAQCVQL. The TCR CDR3 sequence is CAIRSGTRSWDEQFF. Result: 1 (the TCR binds to the epitope). (3) The epitope is IPIQASLPF. The TCR CDR3 sequence is CASSLDLAGIKDTQYF. Result: 1 (the TCR binds to the epitope). (4) Result: 1 (the TCR binds to the epitope). The epitope is LLQTGIHVRVSQPSL. The TCR CDR3 sequence is CASSRRVPTSGMSPYEQYF. (5) The epitope is VLAWLYAAV. The TCR CDR3 sequence is CASSPGQGSTSPLHF. Result: 1 (the TCR binds to the epitope). (6) The epitope is TSDLATNNLVVMAY. The TCR CDR3 sequence is CASSPTTVAGELFF. Result: 1 (the TCR binds to the epitope). (7) The epitope is LLFNKVTLA. The TCR CDR3 sequence is CASGGTNTGELFF. Result: 0 (the TCR does not bind to the epitope). (8) The epitope is ELAGIGILTV. The TCR CDR3 sequence is CATSRGQGNEQYF. Result: 1 (the TCR binds to the epitope). (9) The epitope is ILHCANFNV. The TCR CDR3 sequence is CASTNIISGANVLTF. Result: 0 (the TCR does not bind to the epitope). (10) The epitope is SLVKPSFYV. The TCR CDR3 sequence is CASSLVGEGDTQYF. Result: 0 (the TCR does not bind to the epitope).